This data is from Forward reaction prediction with 1.9M reactions from USPTO patents (1976-2016). The task is: Predict the product of the given reaction. (1) Given the reactants C[O:2][C:3]1[CH:4]=[C:5]([C:9]2[N:14]=[C:13]3[N:15]([C:18]4[CH:23]=[CH:22][CH:21]=[CH:20][CH:19]=4)[N:16]=[CH:17][C:12]3=[C:11]([N:24]3[CH2:29][CH2:28][O:27][CH2:26][C:25]3=[O:30])[N:10]=2)[CH:6]=[CH:7][CH:8]=1.B(Br)(Br)Br, predict the reaction product. The product is: [OH:2][C:3]1[CH:4]=[C:5]([C:9]2[N:14]=[C:13]3[N:15]([C:18]4[CH:19]=[CH:20][CH:21]=[CH:22][CH:23]=4)[N:16]=[CH:17][C:12]3=[C:11]([N:24]3[CH2:29][CH2:28][O:27][CH2:26][C:25]3=[O:30])[N:10]=2)[CH:6]=[CH:7][CH:8]=1. (2) Given the reactants Cl[CH2:2][C:3]([NH:5][C:6]1[C:14]2[C:9](=[CH:10][C:11]([Cl:15])=[CH:12][CH:13]=2)[NH:8][N:7]=1)=[O:4].[NH:16]1[CH2:21][CH2:20][NH:19][CH2:18][CH2:17]1, predict the reaction product. The product is: [Cl:15][C:11]1[CH:10]=[C:9]2[C:14]([C:6]([NH:5][C:3](=[O:4])[CH2:2][N:16]3[CH2:21][CH2:20][NH:19][CH2:18][CH2:17]3)=[N:7][NH:8]2)=[CH:13][CH:12]=1.